Dataset: Catalyst prediction with 721,799 reactions and 888 catalyst types from USPTO. Task: Predict which catalyst facilitates the given reaction. (1) Reactant: CC1C=CC(P(C2C=CC3C(=CC=CC=3)C=2C2C3C(=CC=CC=3)C=CC=2P(C2C=CC(C)=CC=2)C2C=CC(C)=CC=2)C2C=CC(C)=CC=2)=CC=1.[CH2:51]([O:58][CH:59]([CH3:68])[CH2:60][CH2:61][C:62]1[C:63](=[O:67])[CH2:64][CH2:65][CH:66]=1)[C:52]1[CH:57]=[CH:56][CH:55]=[CH:54][CH:53]=1.CCCCC. The catalyst class is: 27. Product: [CH2:51]([O:58][CH:59]([CH3:68])[CH2:60][CH2:61][CH:62]1[CH2:66][CH2:65][CH2:64][C:63]1=[O:67])[C:52]1[CH:57]=[CH:56][CH:55]=[CH:54][CH:53]=1. (2) Reactant: [N:1]1[CH:6]=[CH:5][CH:4]=[CH:3][C:2]=1[C:7]1[C:8]([CH:17]([NH:19]C(=O)OC(C)(C)C)[CH3:18])=[N:9][C:10]2[C:15]([CH:16]=1)=[CH:14][CH:13]=[CH:12][N:11]=2.C(O)(C(F)(F)F)=O. Product: [N:1]1[CH:6]=[CH:5][CH:4]=[CH:3][C:2]=1[C:7]1[C:8]([CH:17]([NH2:19])[CH3:18])=[N:9][C:10]2[C:15]([CH:16]=1)=[CH:14][CH:13]=[CH:12][N:11]=2. The catalyst class is: 2.